From a dataset of Forward reaction prediction with 1.9M reactions from USPTO patents (1976-2016). Predict the product of the given reaction. Given the reactants [C:1]([C:4]1[CH:13]=[CH:12][C:7]([CH2:8][N:9]=[N+:10]=[N-:11])=[CH:6][CH:5]=1)(=[NH:3])[NH2:2].C(N(CC)CC)C.Cl[C:22]([O:24][CH2:25][C:26]1[CH:31]=[CH:30][CH:29]=[CH:28][CH:27]=1)=[O:23].Cl, predict the reaction product. The product is: [CH2:25]([O:24][C:22]([NH:3][C:1]([C:4]1[CH:5]=[CH:6][C:7]([CH2:8][N:9]=[N+:10]=[N-:11])=[CH:12][CH:13]=1)=[NH:2])=[O:23])[C:26]1[CH:31]=[CH:30][CH:29]=[CH:28][CH:27]=1.